Dataset: Full USPTO retrosynthesis dataset with 1.9M reactions from patents (1976-2016). Task: Predict the reactants needed to synthesize the given product. (1) Given the product [Br:1][C:2]1[CH:7]=[CH:6][C:5]([CH:8]2[CH2:9][CH2:10][N:11]([C:14]([O:16][C:17]([CH3:20])([CH3:19])[CH3:18])=[O:15])[CH2:12][CH2:13]2)=[CH:4][CH:3]=1, predict the reactants needed to synthesize it. The reactants are: [Br:1][C:2]1[CH:7]=[CH:6][C:5]([CH:8]2[CH2:13][CH2:12][NH:11][CH2:10][CH2:9]2)=[CH:4][CH:3]=1.[C:14](O[C:14]([O:16][C:17]([CH3:20])([CH3:19])[CH3:18])=[O:15])([O:16][C:17]([CH3:20])([CH3:19])[CH3:18])=[O:15]. (2) Given the product [CH3:27][S:24]([O:23][C:20]1[CH:21]=[CH:22][C:16]2[O:15][CH2:14][CH:13]([CH2:12][N:29]([CH3:28])[CH2:30][CH2:31][CH3:32])[O:18][C:17]=2[CH:19]=1)(=[O:25])=[O:26], predict the reactants needed to synthesize it. The reactants are: CC1C=CC(S(O[CH2:12][CH:13]2[O:18][C:17]3[CH:19]=[C:20]([O:23][S:24]([CH3:27])(=[O:26])=[O:25])[CH:21]=[CH:22][C:16]=3[O:15][CH2:14]2)(=O)=O)=CC=1.[CH3:28][NH:29][CH2:30][CH2:31][CH3:32]. (3) Given the product [CH3:3][O:4][C:5](=[O:55])[C@@H:6]([NH:22][C:23]([C@@H:25]1[CH2:34][C:33]2[CH:32]=[C:31]3[O:35][CH2:36][C@H:37]([C:39]4[CH:44]=[CH:43][C:42]([O:45][CH2:46][C:47]5[CH:52]=[CH:51][C:50]([Cl:53])=[C:49]([Cl:54])[CH:48]=5)=[CH:41][CH:40]=4)[O:38][C:30]3=[CH:29][C:28]=2[CH2:27][N:26]1[C:62]([C:57]1[CH:58]=[N:59][CH:60]=[CH:61][N:56]=1)=[O:63])=[O:24])[CH2:7][C:8]1[CH:13]=[CH:12][C:11]([C:14]2[CH:19]=[CH:18][N:17]=[C:16]([CH3:20])[C:15]=2[CH3:21])=[CH:10][CH:9]=1, predict the reactants needed to synthesize it. The reactants are: Cl.Cl.[CH3:3][O:4][C:5](=[O:55])[C@@H:6]([NH:22][C:23]([C@@H:25]1[CH2:34][C:33]2[CH:32]=[C:31]3[O:35][CH2:36][C@H:37]([C:39]4[CH:44]=[CH:43][C:42]([O:45][CH2:46][C:47]5[CH:52]=[CH:51][C:50]([Cl:53])=[C:49]([Cl:54])[CH:48]=5)=[CH:41][CH:40]=4)[O:38][C:30]3=[CH:29][C:28]=2[CH2:27][NH:26]1)=[O:24])[CH2:7][C:8]1[CH:13]=[CH:12][C:11]([C:14]2[CH:19]=[CH:18][N:17]=[C:16]([CH3:20])[C:15]=2[CH3:21])=[CH:10][CH:9]=1.[N:56]1[CH:61]=[CH:60][N:59]=[CH:58][C:57]=1[C:62](Cl)=[O:63]. (4) Given the product [C:14]([CH:10]1[CH2:11][CH2:12][CH2:13][N:8]([C:6]([O:5][C:1]([CH3:4])([CH3:3])[CH3:2])=[O:7])[CH2:9]1)(=[O:16])[NH2:19], predict the reactants needed to synthesize it. The reactants are: [C:1]([O:5][C:6]([N:8]1[CH2:13][CH2:12][CH2:11][CH:10]([C:14]([OH:16])=O)[CH2:9]1)=[O:7])([CH3:4])([CH3:3])[CH3:2].C([N:19](CC)CC)C.C(OC(Cl)=O)C(C)C.[NH4+].[OH-]. (5) Given the product [CH2:16]([CH:15]([NH:14][C:11]1[CH:10]=[C:9]([CH3:20])[N:8]=[C:7]([O:6][C:5]2[C:21]([CH3:23])=[CH:22][C:2]([CH:30]([OH:32])[CH3:31])=[CH:3][C:4]=2[CH3:24])[C:12]=1[CH3:13])[CH2:18][CH3:19])[CH3:17], predict the reactants needed to synthesize it. The reactants are: Br[C:2]1[CH:22]=[C:21]([CH3:23])[C:5]([O:6][C:7]2[C:12]([CH3:13])=[C:11]([NH:14][CH:15]([CH2:18][CH3:19])[CH2:16][CH3:17])[CH:10]=[C:9]([CH3:20])[N:8]=2)=[C:4]([CH3:24])[CH:3]=1.C([Li])CCC.[CH:30](=[O:32])[CH3:31]. (6) Given the product [C:1]1([CH3:11])[CH:6]=[CH:5][C:4]([S:7]([O:19][CH2:18][CH2:17][C:13]2[S:12][CH:16]=[CH:15][CH:14]=2)(=[O:9])=[O:8])=[CH:3][CH:2]=1, predict the reactants needed to synthesize it. The reactants are: [C:1]1([CH3:11])[CH:6]=[CH:5][C:4]([S:7](Cl)(=[O:9])=[O:8])=[CH:3][CH:2]=1.[S:12]1[CH:16]=[CH:15][CH:14]=[C:13]1[CH2:17][CH2:18][OH:19].C(N(CC)CC)C.